This data is from Full USPTO retrosynthesis dataset with 1.9M reactions from patents (1976-2016). The task is: Predict the reactants needed to synthesize the given product. Given the product [OH:23][CH2:1][C:2]([C@H:3]([C@@H:4]([C@@H:5]([CH2:6][OH:8])[OH:20])[OH:21])[OH:22])=[O:7].[O:31]=[CH:29][C@@H:28]([C@H:27]([C@@H:26]([C@@H:25]([CH2:24][OH:57])[OH:30])[OH:56])[OH:55])[OH:54], predict the reactants needed to synthesize it. The reactants are: [CH2:1]([OH:23])[C@H:2]1[O:7][C@H:6]([O:8][C@]2(CO)O[C@H](CO)[C@@H](O)[C@@H]2O)[C@H:5]([OH:20])[C@@H:4]([OH:21])[C@@H:3]1[OH:22].[CH2:24]([OH:57])[C@H:25]1[O:30][C@H:29]([O:31]C[C@H]2O[C@H](O[C@]3(CO)O[C@H](CO)[C@@H](O)[C@@H]3O)[C@H](O)[C@@H](O)[C@@H]2O)[C@H:28]([OH:54])[C@@H:27]([OH:55])[C@H:26]1[OH:56].C([O-])(=O)CCC(C)=O.